From a dataset of Forward reaction prediction with 1.9M reactions from USPTO patents (1976-2016). Predict the product of the given reaction. Given the reactants [C:1]1([S:11]([NH2:14])(=[O:13])=[O:12])[C:2]([S:7]([NH2:10])(=[O:9])=[O:8])=[CH:3][CH:4]=[CH:5][CH:6]=1.[Cl:15][C:16]1[CH:24]=[C:23]([Br:25])[CH:22]=[CH:21][C:17]=1[C:18](O)=[O:19].C(Cl)CCl, predict the reaction product. The product is: [Br:25][C:23]1[CH:22]=[CH:21][C:17]([C:18]([NH:10][S:7]([C:2]2[CH:3]=[CH:4][CH:5]=[CH:6][C:1]=2[S:11](=[O:13])(=[O:12])[NH2:14])(=[O:9])=[O:8])=[O:19])=[C:16]([Cl:15])[CH:24]=1.